Dataset: Peptide-MHC class I binding affinity with 185,985 pairs from IEDB/IMGT. Task: Regression. Given a peptide amino acid sequence and an MHC pseudo amino acid sequence, predict their binding affinity value. This is MHC class I binding data. The peptide sequence is SLGIHLNPNK. The MHC is Patr-A0101 with pseudo-sequence Patr-A0101. The binding affinity (normalized) is 0.558.